From a dataset of Forward reaction prediction with 1.9M reactions from USPTO patents (1976-2016). Predict the product of the given reaction. (1) Given the reactants C([O:3][C:4](=[O:20])[C:5](=[O:19])[N:6]1[CH2:11][CH2:10][CH:9]([O:12][C:13]2[CH:18]=[CH:17][CH:16]=[CH:15][CH:14]=2)[CH2:8][CH2:7]1)C, predict the reaction product. The product is: [O:19]=[C:5]([N:6]1[CH2:7][CH2:8][CH:9]([O:12][C:13]2[CH:18]=[CH:17][CH:16]=[CH:15][CH:14]=2)[CH2:10][CH2:11]1)[C:4]([OH:20])=[O:3]. (2) Given the reactants [Cl:1][C:2]1[CH:3]=[C:4]([C:24]2[CH:29]=[CH:28][C:27]([CH2:30][C:31]#[N:32])=[CH:26][CH:25]=2)[CH:5]=[CH:6][C:7]=1[CH:8]([CH3:23])[C:9]([OH:22])([C:14]1[CH:15]=[N:16][C:17]([O:20]C)=[CH:18][CH:19]=1)[C:10]([F:13])([F:12])[F:11].Cl.O, predict the reaction product. The product is: [Cl:1][C:2]1[CH:3]=[C:4]([C:24]2[CH:29]=[CH:28][C:27]([CH2:30][C:31]#[N:32])=[CH:26][CH:25]=2)[CH:5]=[CH:6][C:7]=1[CH:8]([CH3:23])[C:9]([OH:22])([C:14]1[CH:19]=[CH:18][C:17](=[O:20])[NH:16][CH:15]=1)[C:10]([F:12])([F:11])[F:13]. (3) Given the reactants C#CCC.[Li][CH2:6][CH2:7][CH2:8][CH3:9].Cl[C:11]1([C:24]([F:27])([F:26])[F:25])[C:16]2[CH:17]=[C:18]([O:21][CH3:22])[CH:19]=[CH:20][C:15]=2[NH:14][C:13](=[O:23])[O:12]1, predict the reaction product. The product is: [C:6]([C:11]1([C:24]([F:26])([F:27])[F:25])[C:16]2[CH:17]=[C:18]([O:21][CH3:22])[CH:19]=[CH:20][C:15]=2[NH:14][C:13](=[O:23])[O:12]1)#[C:7][CH2:8][CH3:9]. (4) Given the reactants [NH2:1][CH:2]1[CH2:7][CH2:6][N:5]([C:8]([O:10][CH2:11][C:12]2[CH:17]=[CH:16][CH:15]=[CH:14][CH:13]=2)=[O:9])[CH2:4][CH2:3]1.[CH:18]1([N:24]=[C:25]=[O:26])[CH2:23][CH2:22][CH2:21][CH2:20][CH2:19]1.[C:27](Cl)(=[O:32])[CH2:28][C:29](Cl)=[O:30], predict the reaction product. The product is: [CH:18]1([N:24]2[C:29](=[O:30])[CH2:28][C:27](=[O:32])[N:1]([CH:2]3[CH2:3][CH2:4][N:5]([C:8]([O:10][CH2:11][C:12]4[CH:17]=[CH:16][CH:15]=[CH:14][CH:13]=4)=[O:9])[CH2:6][CH2:7]3)[C:25]2=[O:26])[CH2:23][CH2:22][CH2:21][CH2:20][CH2:19]1. (5) Given the reactants Cl[C:2]1[CH:7]=[C:6]([C:8]2[CH:13]=[CH:12][C:11]([O:14][CH3:15])=[C:10]([O:16][CH3:17])[CH:9]=2)[N:5]=[C:4]([NH2:18])[N:3]=1.C(N(CC)CC)C, predict the reaction product. The product is: [CH3:17][O:16][C:10]1[CH:9]=[C:8]([C:6]2[CH:7]=[CH:2][N:3]=[C:4]([NH2:18])[N:5]=2)[CH:13]=[CH:12][C:11]=1[O:14][CH3:15].